From a dataset of Full USPTO retrosynthesis dataset with 1.9M reactions from patents (1976-2016). Predict the reactants needed to synthesize the given product. Given the product [ClH:1].[CH:2]1([C@H:8]2[N:13]3[CH:14]=[C:15]([C:20]([N:22]4[CH2:23][C@H:24]([CH3:29])[N:25]([CH3:32])[C@H:26]([CH3:28])[CH2:27]4)=[O:21])[C:16]4[CH:17]=[CH:18][CH:19]=[C:11]([C:12]=43)[O:10][CH2:9]2)[CH2:3][CH2:4][CH2:5][CH2:6][CH2:7]1, predict the reactants needed to synthesize it. The reactants are: [ClH:1].[CH:2]1([C@H:8]2[N:13]3[CH:14]=[C:15]([C:20]([N:22]4[CH2:27][C@H:26]([CH3:28])[NH:25][C@H:24]([CH3:29])[CH2:23]4)=[O:21])[C:16]4[CH:17]=[CH:18][CH:19]=[C:11]([C:12]=43)[O:10][CH2:9]2)[CH2:7][CH2:6][CH2:5][CH2:4][CH2:3]1.C=O.[C:32](O[BH-](OC(=O)C)OC(=O)C)(=O)C.[Na+].